The task is: Predict the reactants needed to synthesize the given product.. This data is from Full USPTO retrosynthesis dataset with 1.9M reactions from patents (1976-2016). (1) Given the product [CH3:41][O:43][C:20]1[CH:19]=[CH:18][C:17]([NH:16][C:15](=[O:31])[C:14]#[C:13][C:10]2[CH:9]=[CH:8][C:7]([CH2:6][N:32]3[CH2:37][CH2:36][CH2:35][CH2:34][CH2:33]3)=[CH:12][CH:11]=2)=[CH:22][CH:21]=1, predict the reactants needed to synthesize it. The reactants are: CS(O[CH2:6][C:7]1[CH:12]=[CH:11][C:10]([C:13]#[C:14][C:15](=[O:31])[NH:16][C:17]2[CH:22]=[CH:21][C:20](C3C=CC(OC)=CC=3)=[CH:19][CH:18]=2)=[CH:9][CH:8]=1)(=O)=O.[NH:32]1[CH2:37][CH2:36][CH2:35][CH2:34][CH2:33]1.ClCCl.[CH2:41]([OH:43])C. (2) Given the product [CH:67]1([C@H:65]([NH:64][C:38]2[C:39]3[N:44]([CH2:45][C:46]4[CH:51]=[CH:50][C:49]([C:52]([F:53])([F:54])[F:55])=[CH:48][CH:47]=4)[C:43]([C:56]4[CH:57]=[C:58]([CH3:62])[CH:59]=[CH:60][CH:61]=4)=[C:42]([CH3:63])[C:40]=3[N:41]=[C:36]([C:72]#[N:74])[N:37]=2)[CH3:66])[CH2:68][CH2:69][CH2:70]1, predict the reactants needed to synthesize it. The reactants are: C1(P(C2CCCCC2)C2C=CC=CC=2C2C(C(C)C)=CC(C(C)C)=CC=2C(C)C)CCCCC1.Cl[C:36]1[N:37]=[C:38]([NH:64][C@@H:65]([CH:67]2[CH2:70][CH2:69][CH2:68]2)[CH3:66])[C:39]2[N:44]([CH2:45][C:46]3[CH:51]=[CH:50][C:49]([C:52]([F:55])([F:54])[F:53])=[CH:48][CH:47]=3)[C:43]([C:56]3[CH:57]=[C:58]([CH3:62])[CH:59]=[CH:60][CH:61]=3)=[C:42]([CH3:63])[C:40]=2[N:41]=1.C[C:72]([N:74](C)C)=O. (3) Given the product [N+:1]([C:4]1[CH:5]=[C:6]([C:13]2[C:17]([CH2:22][S:30]([C:27]3[CH:28]=[CH:29][C:24]([CH3:33])=[CH:25][CH:26]=3)(=[O:32])=[O:31])=[C:16]([OH:18])[N:15]([CH3:19])[N:14]=2)[CH:7]=[C:8]([N+:10]([O-:12])=[O:11])[CH:9]=1)([O-:3])=[O:2], predict the reactants needed to synthesize it. The reactants are: [N+:1]([C:4]1[CH:5]=[C:6]([C:13]2[CH:17]=[C:16]([OH:18])[N:15]([CH3:19])[N:14]=2)[CH:7]=[C:8]([N+:10]([O-:12])=[O:11])[CH:9]=1)([O-:3])=[O:2].[OH-].[Na+].[CH2:22]=O.[C:24]1([CH3:33])[CH:29]=[CH:28][C:27]([S:30]([O-:32])=[O:31])=[CH:26][CH:25]=1.[Na+].Cl. (4) Given the product [O:1]=[C:2]1[C:10]2[C:5](=[CH:6][CH:7]=[CH:8][CH:9]=2)[C:4](=[O:11])[N:3]1[C@H:12]1[CH:27]=[CH:26][C@@H:25]([CH3:28])[N:15]([S:16]([C:19]2[CH:24]=[CH:23][CH:22]=[CH:21][N:20]=2)(=[O:17])=[O:18])[CH2:14][C@@H:13]1[OH:29], predict the reactants needed to synthesize it. The reactants are: [O:1]=[C:2]1[C:10]2[C:5](=[CH:6][CH:7]=[CH:8][CH:9]=2)[C:4](=[O:11])[N:3]1[C@@H:12](C=C)[C@@H:13]([OH:29])[CH2:14][N:15]([C@H:25]([CH3:28])[CH:26]=[CH2:27])[S:16]([C:19]1[CH:24]=[CH:23][CH:22]=[CH:21][N:20]=1)(=[O:18])=[O:17]. (5) Given the product [NH:12]([C:13]([C:15]1[CH:16]=[C:17]([CH:22]=[CH:23][CH:24]=1)[C:18]([O:20][CH3:21])=[O:19])=[O:14])[NH2:11], predict the reactants needed to synthesize it. The reactants are: C(OC([NH:11][NH:12][C:13]([C:15]1[CH:16]=[C:17]([CH:22]=[CH:23][CH:24]=1)[C:18]([O:20][CH3:21])=[O:19])=[O:14])=O)C1C=CC=CC=1.[H][H]. (6) Given the product [CH3:14][O:15][C:16](=[O:27])[CH2:17][CH2:18][C:19]1[CH:24]=[CH:23][C:22]([O:25][C:2]2[CH:3]=[CH:4][C:5]([C:10]([F:13])([F:12])[F:11])=[C:6]([C:7]#[N:8])[CH:9]=2)=[CH:21][C:20]=1[CH3:26], predict the reactants needed to synthesize it. The reactants are: F[C:2]1[CH:3]=[CH:4][C:5]([C:10]([F:13])([F:12])[F:11])=[C:6]([CH:9]=1)[C:7]#[N:8].[CH3:14][O:15][C:16](=[O:27])[CH2:17][CH2:18][C:19]1[CH:24]=[CH:23][C:22]([OH:25])=[CH:21][C:20]=1[CH3:26]. (7) The reactants are: C(O[C:6]([NH:8][C@H:9]([CH:13]1[CH2:21][C:20]2[C:15](=[CH:16][CH:17]=[CH:18][CH:19]=2)[CH2:14]1)[C:10]([OH:12])=O)=[O:7])(C)(C)C.CN1CCOCC1.C(OC(Cl)=O)(C)C.[O:36]1[C:40]2[CH:41]=[CH:42][C:43]([CH:45]([NH:51][C@H:52](C(O)=O)[CH2:53][CH:54]([CH3:56])[CH3:55])[C:46]([N:48]([CH3:50])[CH3:49])=[O:47])=[CH:44][C:39]=2[CH:38]=[CH:37]1. Given the product [O:36]1[C:40]2[CH:41]=[CH:42][C:43]([CH:45]([N:51]3[C@H:52]([CH2:53][CH:54]([CH3:56])[CH3:55])[C:6](=[O:7])[NH:8][C@H:9]([CH:13]4[CH2:14][C:15]5[C:20](=[CH:19][CH:18]=[CH:17][CH:16]=5)[CH2:21]4)[C:10]3=[O:12])[C:46]([N:48]([CH3:49])[CH3:50])=[O:47])=[CH:44][C:39]=2[CH:38]=[CH:37]1, predict the reactants needed to synthesize it.